The task is: Binary Classification. Given a drug SMILES string, predict its activity (active/inactive) in a high-throughput screening assay against a specified biological target.. This data is from In vitro SARS-CoV-2 activity screen of 1,480 approved drugs from Prestwick library. (1) The drug is O=C1OCCN1/N=C/c1ccc([N+](=O)[O-])o1. The result is 0 (inactive). (2) The drug is CC1(C)O[C@@H]2C[C@H]3[C@@H]4CCC5=CC(=O)C=C[C@]5(C)[C@H]4[C@@H](O)C[C@]3(C)[C@]2(C(=O)CO)O1. The result is 1 (active). (3) The compound is Clc1ccc(C(Cn2ccnc2)OCc2c(Cl)cccc2Cl)c(Cl)c1. The result is 0 (inactive).